This data is from Full USPTO retrosynthesis dataset with 1.9M reactions from patents (1976-2016). The task is: Predict the reactants needed to synthesize the given product. (1) Given the product [C:21]([O:25][C:26](=[O:46])[NH:27][C@H:28]1[CH2:29][CH2:30][C@H:31]([CH2:34][NH:35][C:36]2[C:41]([N+:42]([O-:44])=[O:43])=[CH:40][N:39]=[C:38]([NH:7][CH2:6][C:5]3[CH:8]=[CH:9][CH:10]=[C:3]([Br:2])[C:4]=3[CH3:11])[N:37]=2)[CH2:32][CH2:33]1)([CH3:24])([CH3:22])[CH3:23], predict the reactants needed to synthesize it. The reactants are: Cl.[Br:2][C:3]1[C:4]([CH3:11])=[C:5]([CH:8]=[CH:9][CH:10]=1)[CH2:6][NH2:7].C(N(C(C)C)CC)(C)C.[C:21]([O:25][C:26](=[O:46])[NH:27][C@H:28]1[CH2:33][CH2:32][C@H:31]([CH2:34][NH:35][C:36]2[C:41]([N+:42]([O-:44])=[O:43])=[CH:40][N:39]=[C:38](Cl)[N:37]=2)[CH2:30][CH2:29]1)([CH3:24])([CH3:23])[CH3:22]. (2) Given the product [NH2:1][C:2]([CH3:38])([CH2:28][CH2:29][OH:30])[CH2:3][NH:4][C:5]([C:7]1[N:11]2[CH:12]=[C:13]([CH3:26])[CH:14]=[C:15]([O:16][CH2:17][C:18]3[C:19]([F:25])=[CH:20][CH:21]=[CH:22][C:23]=3[F:24])[C:10]2=[N:9][C:8]=1[CH3:27])=[O:6], predict the reactants needed to synthesize it. The reactants are: [NH2:1][C:2]([CH3:38])([CH2:28][CH2:29][O:30]CC1C=CC=CC=1)[CH2:3][NH:4][C:5]([C:7]1[N:11]2[CH:12]=[C:13]([CH3:26])[CH:14]=[C:15]([O:16][CH2:17][C:18]3[C:23]([F:24])=[CH:22][CH:21]=[CH:20][C:19]=3[F:25])[C:10]2=[N:9][C:8]=1[CH3:27])=[O:6].